This data is from Blood-brain barrier penetration binary classification data from Martins et al.. The task is: Regression/Classification. Given a drug SMILES string, predict its absorption, distribution, metabolism, or excretion properties. Task type varies by dataset: regression for continuous measurements (e.g., permeability, clearance, half-life) or binary classification for categorical outcomes (e.g., BBB penetration, CYP inhibition). Dataset: bbb_martins. The compound is CC(C)(C)C(=O)SCC(=O)[C@@]1(O)CC[C@H]2[C@@H]3CCC4=CC(=O)CC[C@]4(C)[C@H]3[C@@H](O)C[C@@]21C. The result is 1 (penetrates BBB).